Task: Predict the reactants needed to synthesize the given product.. Dataset: Full USPTO retrosynthesis dataset with 1.9M reactions from patents (1976-2016) (1) Given the product [CH:1]12[CH2:7][CH:4]([CH2:5][CH2:6]1)[CH2:3][CH:2]2[CH2:8][O:9][C:11]1[CH:12]=[C:13]([CH:16]=[CH:17][CH:18]=1)[CH:14]=[O:15], predict the reactants needed to synthesize it. The reactants are: [CH:1]12[CH2:7][CH:4]([CH2:5][CH2:6]1)[CH2:3][CH:2]2[CH2:8][OH:9].O[C:11]1[CH:12]=[C:13]([CH:16]=[CH:17][CH:18]=1)[CH:14]=[O:15]. (2) Given the product [C:11]([O:14][CH2:4][CH2:3][C:2]([OH:5])=[O:1])(=[O:13])[CH3:12], predict the reactants needed to synthesize it. The reactants are: [O:1]1[CH2:4][CH2:3][C:2]1=[O:5].S(=O)(=O)(O)O.[C:11]([OH:14])(=[O:13])[CH3:12]. (3) Given the product [Br:1][C:2]1[CH:3]=[C:4]([CH:26]=[CH:27][CH:28]=1)[O:5][C:6]1[C:11]([O:12][CH2:13][CH2:14][CH2:15][C:16]2[C:17]([O:24][CH3:25])=[CH:18][N:19]=[CH:20][C:21]=2[OH:22])=[CH:10][CH:9]=[CH:8][N:7]=1.[Br:1][C:2]1[CH:3]=[C:4]([CH:26]=[CH:27][CH:28]=1)[O:5][C:6]1[C:11]([O:12][CH2:13][CH2:14][CH2:15][C:16]2[C:17]([OH:24])=[CH:18][N:19]=[CH:20][C:21]=2[OH:22])=[CH:10][CH:9]=[CH:8][N:7]=1, predict the reactants needed to synthesize it. The reactants are: [Br:1][C:2]1[CH:3]=[C:4]([CH:26]=[CH:27][CH:28]=1)[O:5][C:6]1[C:11]([O:12][CH2:13][CH2:14][CH2:15][C:16]2[C:21]([O:22]C)=[CH:20][N:19]=[CH:18][C:17]=2[O:24][CH3:25])=[CH:10][CH:9]=[CH:8][N:7]=1.N1C=CC=CC=1.Cl. (4) The reactants are: [N+:1]([C:4]1[CH:9]=[CH:8][CH:7]=[CH:6][C:5]=1[S:10]([NH:13][CH:14]1[C:23]2[N:22]=[CH:21][CH:20]=[CH:19][C:18]=2[CH2:17][CH2:16][CH2:15]1)(=[O:12])=[O:11])([O-:3])=[O:2].Cl[CH2:25][C:26]1[CH:41]=[CH:40][C:29]([C:30]([NH:32][CH2:33][C:34]2[CH:39]=[CH:38][CH:37]=[CH:36][N:35]=2)=[O:31])=[CH:28][CH:27]=1.C([O-])([O-])=O.[K+].[K+]. Given the product [N+:1]([C:4]1[CH:9]=[CH:8][CH:7]=[CH:6][C:5]=1[S:10]([N:13]([CH2:25][C:26]1[CH:27]=[CH:28][C:29]([C:30]([NH:32][CH2:33][C:34]2[CH:39]=[CH:38][CH:37]=[CH:36][N:35]=2)=[O:31])=[CH:40][CH:41]=1)[CH:14]1[C:23]2[N:22]=[CH:21][CH:20]=[CH:19][C:18]=2[CH2:17][CH2:16][CH2:15]1)(=[O:11])=[O:12])([O-:3])=[O:2], predict the reactants needed to synthesize it.